This data is from Full USPTO retrosynthesis dataset with 1.9M reactions from patents (1976-2016). The task is: Predict the reactants needed to synthesize the given product. (1) Given the product [C:18]([C:22]1[CH:27]=[CH:26][C:25]([C:2]2[C:3]3[O:10][C:9]([C:11]4[CH:12]=[C:13]([NH2:17])[CH:14]=[N:15][CH:16]=4)=[CH:8][C:4]=3[CH:5]=[N:6][CH:7]=2)=[CH:24][CH:23]=1)([CH3:21])([CH3:20])[CH3:19], predict the reactants needed to synthesize it. The reactants are: I[C:2]1[C:3]2[O:10][C:9]([C:11]3[CH:12]=[C:13]([NH2:17])[CH:14]=[N:15][CH:16]=3)=[CH:8][C:4]=2[CH:5]=[N:6][CH:7]=1.[C:18]([C:22]1[CH:27]=[CH:26][C:25](B(O)O)=[CH:24][CH:23]=1)([CH3:21])([CH3:20])[CH3:19].C(=O)([O-])[O-].[Na+].[Na+]. (2) Given the product [N:18]([N:9]1[C:10]2[C:15](=[CH:14][CH:13]=[CH:12][CH:11]=2)[CH2:16][CH:7]([C:4]2[CH:5]=[CH:6][N:1]=[CH:2][CH:3]=2)[CH2:8]1)=[O:19], predict the reactants needed to synthesize it. The reactants are: [N:1]1[CH:6]=[CH:5][C:4]([CH:7]2[CH2:16][C:15]3[C:10](=[CH:11][CH:12]=[CH:13][CH:14]=3)[NH:9][CH2:8]2)=[CH:3][CH:2]=1.Cl.[N:18]([O-])=[O:19].[Na+]. (3) Given the product [Cl:29][C:24]1[CH:25]=[CH:26][CH:27]=[CH:28][C:23]=1[N:21]([CH3:22])[C:19]([C:17]1[S:16][C:15]2[C:9]3[CH:8]=[CH:7][C:6]([NH:5][C:3](=[O:4])[CH2:2][N:35]4[CH2:36][CH2:37][N:32]([CH3:31])[CH2:33][CH2:34]4)=[CH:30][C:10]=3[O:11][CH2:12][CH2:13][C:14]=2[CH:18]=1)=[O:20], predict the reactants needed to synthesize it. The reactants are: Cl[CH2:2][C:3]([NH:5][C:6]1[CH:7]=[CH:8][C:9]2[C:15]3[S:16][C:17]([C:19]([N:21]([C:23]4[CH:28]=[CH:27][CH:26]=[CH:25][C:24]=4[Cl:29])[CH3:22])=[O:20])=[CH:18][C:14]=3[CH2:13][CH2:12][O:11][C:10]=2[CH:30]=1)=[O:4].[CH3:31][N:32]1[CH2:37][CH2:36][NH:35][CH2:34][CH2:33]1. (4) Given the product [CH:32]1[C:33]2[CH:34]([CH2:36][O:37][C:38](=[O:39])[NH:40][C@H:41]([C:42](=[O:43])[NH:1][C:2]3[CH:3]=[CH:4][C:5]([CH2:6][N:7]([CH:15]4[CH2:20][CH2:19][CH2:18][CH2:17][CH2:16]4)[C:8]([C:10]4[O:11][CH:12]=[CH:13][CH:14]=4)=[O:9])=[CH:21][CH:22]=3)[CH2:45][CH2:46][CH2:47][CH3:48])[C:35]3[C:27](=[CH:26][CH:25]=[CH:24][CH:23]=3)[C:28]=2[CH:29]=[CH:30][CH:31]=1, predict the reactants needed to synthesize it. The reactants are: [NH2:1][C:2]1[CH:22]=[CH:21][C:5]([CH2:6][N:7]([CH:15]2[CH2:20][CH2:19][CH2:18][CH2:17][CH2:16]2)[C:8]([C:10]2[O:11][CH:12]=[CH:13][CH:14]=2)=[O:9])=[CH:4][CH:3]=1.[CH:23]1[C:35]2[CH:34]([CH2:36][O:37][C:38]([NH:40][C@@H:41]([CH2:45][CH2:46][CH2:47][CH3:48])[C:42](O)=[O:43])=[O:39])[C:33]3[C:28](=[CH:29][CH:30]=[CH:31][CH:32]=3)[C:27]=2[CH:26]=[CH:25][CH:24]=1. (5) Given the product [CH3:1][O:2][C:3]1[CH:8]=[C:7]2[C:6](=[CH:5][C:4]=1[CH2:14][CH2:15][C:16]([O:18][CH2:19][CH3:20])=[O:17])[N:9]([S:10]([CH3:13])(=[O:11])=[O:12])[CH2:24][CH:23]=[CH:21]2, predict the reactants needed to synthesize it. The reactants are: [CH3:1][O:2][C:3]1[CH:8]=[CH:7][C:6]([NH:9][S:10]([CH3:13])(=[O:12])=[O:11])=[CH:5][C:4]=1[CH2:14][CH2:15][C:16]([O:18][CH2:19][CH3:20])=[O:17].[CH:21]([CH:23]=[CH2:24])=O.